Dataset: Reaction yield outcomes from USPTO patents with 853,638 reactions. Task: Predict the reaction yield, written as a fraction of the theoretical maximum amount of product (1.0 means a 100% yield; for example, 0.34 means a 34% yield). (1) The reactants are [F:1][C:2]1[CH:8]=[CH:7][CH:6]=[C:5]([F:9])[C:3]=1[NH2:4].C[Si]([N-][Si](C)(C)C)(C)C.[Na+].[F:20][C:21]1[C:22]([CH2:55][CH2:56][N:57]2[CH2:62][CH2:61][CH2:60][CH2:59][CH2:58]2)=[CH:23][C:24]([O:53][CH3:54])=[C:25]([NH:27][C:28]2[N:33]=[C:32]([C:34]3[N:38]4[CH:39]=[CH:40][CH:41]=[CH:42][C:37]4=[N:36][C:35]=3[C:43]3[CH:44]=[C:45]([CH:50]=[CH:51][CH:52]=3)[C:46](OC)=[O:47])[CH:31]=[CH:30][N:29]=2)[CH:26]=1.CO. The catalyst is C1COCC1. The product is [F:1][C:2]1[CH:8]=[CH:7][CH:6]=[C:5]([F:9])[C:3]=1[NH:4][C:46](=[O:47])[C:45]1[CH:50]=[CH:51][CH:52]=[C:43]([C:35]2[N:36]=[C:37]3[CH:42]=[CH:41][CH:40]=[CH:39][N:38]3[C:34]=2[C:32]2[CH:31]=[CH:30][N:29]=[C:28]([NH:27][C:25]3[CH:26]=[C:21]([F:20])[C:22]([CH2:55][CH2:56][N:57]4[CH2:62][CH2:61][CH2:60][CH2:59][CH2:58]4)=[CH:23][C:24]=3[O:53][CH3:54])[N:33]=2)[CH:44]=1. The yield is 0.370. (2) The reactants are [CH3:1][O:2][C:3]1[CH:12]=[C:11]2[C:6]([CH:7]=[CH:8][C:9]([OH:13])=[CH:10]2)=[CH:5][CH:4]=1.N1C=CC=CC=1.[F:20][C:21]([F:34])([F:33])[S:22](O[S:22]([C:21]([F:34])([F:33])[F:20])(=[O:24])=[O:23])(=[O:24])=[O:23].C(OCC)C. The catalyst is ClCCl.O. The product is [F:20][C:21]([F:34])([F:33])[S:22]([O:13][C:9]1[CH:8]=[CH:7][C:6]2[C:11](=[CH:12][C:3]([O:2][CH3:1])=[CH:4][CH:5]=2)[CH:10]=1)(=[O:24])=[O:23]. The yield is 1.00. (3) The reactants are [Br:1][C:2]1[CH:3]=[C:4]([CH:6]=[CH:7][C:8]=1[CH3:9])[NH2:5].C(N(CC)CC)C.[CH3:17][CH:18]([CH3:22])[C:19](Cl)=[O:20]. The catalyst is C1COCC1. The product is [Br:1][C:2]1[CH:3]=[C:4]([NH:5][C:19](=[O:20])[CH:18]([CH3:22])[CH3:17])[CH:6]=[CH:7][C:8]=1[CH3:9]. The yield is 0.990.